Predict the reactants needed to synthesize the given product. From a dataset of Full USPTO retrosynthesis dataset with 1.9M reactions from patents (1976-2016). (1) Given the product [CH3:42][C:43]([CH3:48])([CH3:47])[CH2:44][CH2:45][NH:46][C:35](=[O:37])[C:34]1[CH:38]=[CH:39][CH:40]=[N:41][C:33]=1[SH:32], predict the reactants needed to synthesize it. The reactants are: CCN(C(C)C)C(C)C.CN(C(ON1N=NC2C=CC=CC1=2)=[N+](C)C)C.[B-](F)(F)(F)F.[SH:32][C:33]1[N:41]=[CH:40][CH:39]=[CH:38][C:34]=1[C:35]([OH:37])=O.[CH3:42][C:43]([CH3:48])([CH3:47])[CH2:44][CH2:45][NH2:46]. (2) Given the product [NH2:1][C:4]1[CH:13]=[CH:12][CH:11]=[C:10]2[C:5]=1[CH:6]=[CH:7][C:8](=[O:14])[NH:9]2, predict the reactants needed to synthesize it. The reactants are: [N+:1]([C:4]1[CH:13]=[CH:12][CH:11]=[C:10]2[C:5]=1[CH:6]=[CH:7][C:8](=[O:14])[NH:9]2)([O-])=O.[H][H]. (3) Given the product [C:5]([CH:4]([CH2:17][CH2:16][CH2:15][CH:14]=[CH2:13])[C:3]([O:2][CH3:1])=[O:8])(=[O:7])[CH3:6], predict the reactants needed to synthesize it. The reactants are: [CH3:1][O:2][C:3](=[O:8])/[CH:4]=[C:5](/[O-:7])\[CH3:6].[Na+].[I-].[K+].Br[CH:13]=[CH:14][CH2:15][CH2:16][CH3:17]. (4) Given the product [F:25][C:26]1[CH:27]=[CH:28][C:29]([O:36][CH3:37])=[C:30]([C:32]2[N:33]=[C:12]([C:11]3[CH:15]=[CH:16][C:17]([N:18]4[CH2:23][CH2:22][CH2:21][CH2:20][CH:19]4[CH3:24])=[C:9]([CH:10]=3)[C:7]#[N:8])[O:14][N:34]=2)[CH:31]=1, predict the reactants needed to synthesize it. The reactants are: C(Cl)(=O)C(Cl)=O.[C:7]([C:9]1[CH:10]=[C:11]([CH:15]=[CH:16][C:17]=1[N:18]1[CH2:23][CH2:22][CH2:21][CH2:20][CH:19]1[CH3:24])[C:12]([OH:14])=O)#[N:8].[F:25][C:26]1[CH:27]=[CH:28][C:29]([O:36][CH3:37])=[C:30]([C:32](=[N:34]O)[NH2:33])[CH:31]=1.CCN(C(C)C)C(C)C. (5) Given the product [C:1]([C:3]1[CH:4]=[CH:5][C:6]([OH:36])=[C:7]([S:9]([NH:12][CH2:13][CH2:14][C:15]2[CH:20]=[CH:19][C:18]([C:21]3[CH:26]=[CH:25][CH:24]=[CH:23][C:22]=3[S:27]([CH3:30])(=[O:29])=[O:28])=[CH:17][C:16]=2[O:31][CH2:32][C:33]([O-:35])=[O:34])(=[O:10])=[O:11])[CH:8]=1)#[N:2].[Na+:38], predict the reactants needed to synthesize it. The reactants are: [C:1]([C:3]1[CH:4]=[CH:5][C:6]([OH:36])=[C:7]([S:9]([NH:12][CH2:13][CH2:14][C:15]2[CH:20]=[CH:19][C:18]([C:21]3[CH:26]=[CH:25][CH:24]=[CH:23][C:22]=3[S:27]([CH3:30])(=[O:29])=[O:28])=[CH:17][C:16]=2[O:31][CH2:32][C:33]([OH:35])=[O:34])(=[O:11])=[O:10])[CH:8]=1)#[N:2].[OH-].[Na+:38]. (6) The reactants are: [C:1]1([S:7]([N:10]2[C:18]3[C:13](=[CH:14][C:15]([NH2:19])=[CH:16][CH:17]=3)[CH:12]=[CH:11]2)(=[O:9])=[O:8])[CH:6]=[CH:5][CH:4]=[CH:3][CH:2]=1.[C:20](Cl)(=[O:26])/[CH:21]=[CH:22]/[C:23](Cl)=[O:24].Cl.[NH2:29][OH:30].C([O-])(O)=O.[Na+]. Given the product [OH:30][NH:29][C:20](=[O:26])[CH:21]=[CH:22][C:23]([NH:19][C:15]1[CH:14]=[C:13]2[C:18](=[CH:17][CH:16]=1)[N:10]([S:7]([C:1]1[CH:2]=[CH:3][CH:4]=[CH:5][CH:6]=1)(=[O:8])=[O:9])[CH:11]=[CH:12]2)=[O:24], predict the reactants needed to synthesize it.